Predict the product of the given reaction. From a dataset of Forward reaction prediction with 1.9M reactions from USPTO patents (1976-2016). (1) Given the reactants CC1(C)C(C)(C)OB([C:9]2[CH:14]=[CH:13][C:12]([C:15]3[CH:20]=[CH:19][C:18]([C:21]4[NH:25][C:24]([C@@H:26]5[CH2:30][CH2:29][CH2:28][N:27]5[C:31]([O:33][CH2:34][C:35]5[CH:40]=[CH:39][CH:38]=[CH:37][CH:36]=5)=[O:32])=[N:23][CH:22]=4)=[CH:17][CH:16]=3)=[CH:11][CH:10]=2)O1.Br[C:43]1[CH:44]=[CH:45][C:46]2[N:50]=[C:49]([C@@H:51]3[CH2:55][CH2:54][CH2:53][N:52]3[C:56]([O:58][C:59]([CH3:62])([CH3:61])[CH3:60])=[O:57])[NH:48][C:47]=2[CH:63]=1.C(=O)([O-])[O-].[K+].[K+], predict the reaction product. The product is: [C:59]([O:58][C:56]([N:52]1[CH2:53][CH2:54][CH2:55][C@H:51]1[C:49]1[NH:48][C:47]2[CH:63]=[C:43]([C:9]3[CH:10]=[CH:11][C:12]([C:15]4[CH:16]=[CH:17][C:18]([C:21]5[NH:25][C:24]([C@@H:26]6[CH2:30][CH2:29][CH2:28][N:27]6[C:31]([O:33][CH2:34][C:35]6[CH:40]=[CH:39][CH:38]=[CH:37][CH:36]=6)=[O:32])=[N:23][CH:22]=5)=[CH:19][CH:20]=4)=[CH:13][CH:14]=3)[CH:44]=[CH:45][C:46]=2[N:50]=1)=[O:57])([CH3:62])([CH3:60])[CH3:61]. (2) Given the reactants [CH2:1]([N:3]([CH2:14][CH3:15])[C:4]1[C:12]([CH3:13])=[CH:11][C:7]([C:8]([OH:10])=[O:9])=[CH:6][N:5]=1)C.[CH:16](NC)(C)C, predict the reaction product. The product is: [CH:14]([N:3]([CH3:1])[C:4]1[C:12]([CH3:13])=[CH:11][C:7]([C:8]([OH:10])=[O:9])=[CH:6][N:5]=1)([CH3:15])[CH3:16]. (3) Given the reactants [F:1][C:2]1[CH:7]=[CH:6][C:5]([C:8]2[C:12](/[CH:13]=[CH:14]/[C:15]3[CH:16]=[C:17]([C:21](O)=[O:22])[N:18]([CH3:20])[N:19]=3)=[C:11]([CH3:24])[O:10][N:9]=2)=[CH:4][CH:3]=1.[F:25][C:26]([F:30])([F:29])[CH2:27][NH2:28], predict the reaction product. The product is: [F:25][C:26]([F:30])([F:29])[CH2:27][NH:28][C:21]([C:17]1[N:18]([CH3:20])[N:19]=[C:15](/[CH:14]=[CH:13]/[C:12]2[C:8]([C:5]3[CH:4]=[CH:3][C:2]([F:1])=[CH:7][CH:6]=3)=[N:9][O:10][C:11]=2[CH3:24])[CH:16]=1)=[O:22]. (4) Given the reactants N1C(Cl)=NC(Cl)=NC=1[Cl:3].CN(C)C=O.[Cl:15][C:16]1[C:17]([CH3:38])=[C:18]([C:27]2[CH:28]=[CH:29][C:30]([C:33]([N:35]([CH3:37])[CH3:36])=[O:34])=[N:31][CH:32]=2)[C:19]([O:25][CH3:26])=[C:20]([CH:22](O)[CH3:23])[CH:21]=1, predict the reaction product. The product is: [Cl:15][C:16]1[C:17]([CH3:38])=[C:18]([C:27]2[CH:28]=[CH:29][C:30]([C:33]([N:35]([CH3:37])[CH3:36])=[O:34])=[N:31][CH:32]=2)[C:19]([O:25][CH3:26])=[C:20]([CH:22]([Cl:3])[CH3:23])[CH:21]=1.